From a dataset of Acute oral toxicity (LD50) regression data from Zhu et al.. Regression/Classification. Given a drug SMILES string, predict its toxicity properties. Task type varies by dataset: regression for continuous values (e.g., LD50, hERG inhibition percentage) or binary classification for toxic/non-toxic outcomes (e.g., AMES mutagenicity, cardiotoxicity, hepatotoxicity). Dataset: ld50_zhu. (1) The drug is OCCC1CCCCC1. The rat oral LD50 is 2.13, given as -log10 of the dose in mol/kg body weight (higher means more acutely toxic). (2) The drug is CCOc1ccc(NC(C)=O)cc1. The rat oral LD50 is 1.70, given as -log10 of the dose in mol/kg body weight (higher means more acutely toxic). (3) The molecule is O=c1c2cccnc2oc2c(Cl)cc(-c3nnn[nH]3)cc12. The rat oral LD50 is 1.27, given as -log10 of the dose in mol/kg body weight (higher means more acutely toxic).